This data is from Forward reaction prediction with 1.9M reactions from USPTO patents (1976-2016). The task is: Predict the product of the given reaction. (1) Given the reactants [F:1][CH:2]([F:12])[C:3]1[C:7]([C:8](Cl)=[O:9])=[CH:6][N:5]([CH3:11])[N:4]=1.Cl.[Cl:14][C:15]1[CH:20]=[C:19]([Cl:21])[CH:18]=[CH:17][C:16]=1[CH:22]([F:26])[CH:23]([NH2:25])[CH3:24].C(N(CC)CC)C, predict the reaction product. The product is: [Cl:14][C:15]1[CH:20]=[C:19]([Cl:21])[CH:18]=[CH:17][C:16]=1[CH:22]([F:26])[CH:23]([NH:25][C:8]([C:7]1[C:3]([CH:2]([F:12])[F:1])=[N:4][N:5]([CH3:11])[CH:6]=1)=[O:9])[CH3:24]. (2) Given the reactants Br[C:2]1[CH:3]=[C:4]([O:8][C:9]2[CH:10]=[N:11][CH:12]=[N:13][CH:14]=2)[CH:5]=[N:6][CH:7]=1.[C:15](=[O:22])([O:17][C:18]([CH3:21])([CH3:20])[CH3:19])[NH2:16].CC(C)([O-])C.[Na+].C(P(C(C)(C)C)C1C=CC=CC=1C1C(C(C)C)=CC(C(C)C)=CC=1C(C)C)(C)(C)C, predict the reaction product. The product is: [N:11]1[CH:10]=[C:9]([O:8][C:4]2[CH:3]=[C:2]([NH:16][C:15](=[O:22])[O:17][C:18]([CH3:21])([CH3:20])[CH3:19])[CH:7]=[N:6][CH:5]=2)[CH:14]=[N:13][CH:12]=1. (3) Given the reactants Br[CH2:2][C:3]1[CH:8]=[CH:7][C:6]([S:9]([C:12]2[CH:17]=[CH:16][CH:15]=[CH:14][CH:13]=2)(=[O:11])=[O:10])=[CH:5][CH:4]=1.[CH3:18][O:19][P:20]([O:23]C)[O:21][CH3:22], predict the reaction product. The product is: [CH3:18][O:19][P:20]([CH2:2][C:3]1[CH:8]=[CH:7][C:6]([S:9]([C:12]2[CH:17]=[CH:16][CH:15]=[CH:14][CH:13]=2)(=[O:11])=[O:10])=[CH:5][CH:4]=1)(=[O:23])[O:21][CH3:22].